From a dataset of Full USPTO retrosynthesis dataset with 1.9M reactions from patents (1976-2016). Predict the reactants needed to synthesize the given product. (1) Given the product [Br:1][C:2]1[CH:7]=[C:6]([NH:11][C@@H:12]2[CH2:17][CH2:16][CH2:15][CH2:14][C@@H:13]2[NH:18][C:19](=[O:25])[O:20][C:21]([CH3:23])([CH3:22])[CH3:24])[CH:5]=[N:4][C:3]=1[C:9]#[N:10], predict the reactants needed to synthesize it. The reactants are: [Br:1][C:2]1[C:3]([C:9]#[N:10])=[N:4][CH:5]=[C:6](F)[CH:7]=1.[NH2:11][C@@H:12]1[CH2:17][CH2:16][CH2:15][CH2:14][C@@H:13]1[NH:18][C:19](=[O:25])[O:20][C:21]([CH3:24])([CH3:23])[CH3:22].CCN(C(C)C)C(C)C.O. (2) Given the product [CH3:24][C:21]1[CH:22]=[CH:23][C:18]([S:15]([N:5]([C@H:6]([C:12]([OH:14])=[O:13])[CH2:7][CH2:8][CH2:9][CH2:10][NH:11][C:49]([C@@H:38]([NH:37][S:34]([C:31]2[CH:32]=[CH:33][C:28]([N+:25]([O-:27])=[O:26])=[CH:29][CH:30]=2)(=[O:35])=[O:36])[CH2:39][C:40]2[C:48]3[C:43](=[CH:44][CH:45]=[CH:46][CH:47]=3)[NH:42][CH:41]=2)=[O:50])[CH2:1][CH:2]([CH3:3])[CH3:4])(=[O:17])=[O:16])=[CH:19][CH:20]=1, predict the reactants needed to synthesize it. The reactants are: [CH2:1]([N:5]([S:15]([C:18]1[CH:23]=[CH:22][C:21]([CH3:24])=[CH:20][CH:19]=1)(=[O:17])=[O:16])[C@H:6]([C:12]([OH:14])=[O:13])[CH2:7][CH2:8][CH2:9][CH2:10][NH2:11])[CH:2]([CH3:4])[CH3:3].[N+:25]([C:28]1[CH:33]=[CH:32][C:31]([S:34]([NH:37][C@H:38]([C:49](O)=[O:50])[CH2:39][C:40]2[C:48]3[C:43](=[CH:44][CH:45]=[CH:46][CH:47]=3)[NH:42][CH:41]=2)(=[O:36])=[O:35])=[CH:30][CH:29]=1)([O-:27])=[O:26]. (3) Given the product [CH3:12][O:11][C:5]1[C:6]2[CH:7]=[CH:8][O:9][C:10]=2[C:2]([C:13]#[N:14])=[CH:3][CH:4]=1, predict the reactants needed to synthesize it. The reactants are: Br[C:2]1[C:10]2[O:9][CH:8]=[CH:7][C:6]=2[C:5]([O:11][CH3:12])=[CH:4][CH:3]=1.[CH3:13][N:14](C=O)C. (4) The reactants are: Cl[CH2:2][CH2:3][CH2:4][CH:5]([CH:10]1[CH2:15][CH2:14][N:13]([C:16]([O:18][C:19]([CH3:22])([CH3:21])[CH3:20])=[O:17])[CH2:12][CH2:11]1)[C:6]([NH:8][NH2:9])=O.Cl.Cl.[CH3:25][O:26][C:27]1[CH:28]=[C:29](/[CH:39]=[CH:40]/[C:41](=[NH:45])OCC)[CH:30]=[CH:31][C:32]=1[N:33]1[CH:37]=[C:36]([CH3:38])[N:35]=[CH:34]1. Given the product [CH3:25][O:26][C:27]1[CH:28]=[C:29](/[CH:39]=[CH:40]/[C:41]2[N:45]=[C:6]3[CH:5]([CH:10]4[CH2:15][CH2:14][N:13]([C:16]([O:18][C:19]([CH3:22])([CH3:21])[CH3:20])=[O:17])[CH2:12][CH2:11]4)[CH2:4][CH2:3][CH2:2][N:8]3[N:9]=2)[CH:30]=[CH:31][C:32]=1[N:33]1[CH:37]=[C:36]([CH3:38])[N:35]=[CH:34]1, predict the reactants needed to synthesize it.